This data is from Reaction yield outcomes from USPTO patents with 853,638 reactions. The task is: Predict the reaction yield, written as a fraction of the theoretical maximum amount of product (1.0 means a 100% yield; for example, 0.34 means a 34% yield). (1) The reactants are [CH3:1][O:2][C:3](=[O:23])[NH:4][CH:5]([C:9]([N:11]1[CH2:15][CH2:14][CH2:13][CH:12]1[C:16]1[NH:17][C:18]([C:21]#[CH:22])=[CH:19][N:20]=1)=[O:10])[CH:6]([CH3:8])[CH3:7].[CH3:24][O:25][C:26](=[O:55])[NH:27][CH:28]([C:32]([N:34]1[CH2:38][CH2:37][CH2:36][CH:35]1[C:39]1[NH:40][C:41]([C:44]2[CH:53]=[CH:52][C:51]3[C:46](=[CH:47][CH:48]=[C:49](Br)[CH:50]=3)[CH:45]=2)=[CH:42][N:43]=1)=[O:33])[CH:29]([CH3:31])[CH3:30].C(N(CC)CC)C. The catalyst is CN(C=O)C.C1C=CC([P]([Pd]([P](C2C=CC=CC=2)(C2C=CC=CC=2)C2C=CC=CC=2)([P](C2C=CC=CC=2)(C2C=CC=CC=2)C2C=CC=CC=2)[P](C2C=CC=CC=2)(C2C=CC=CC=2)C2C=CC=CC=2)(C2C=CC=CC=2)C2C=CC=CC=2)=CC=1.[Cu]I. The product is [CH3:24][O:25][C:26](=[O:55])[NH:27][CH:28]([C:32]([N:34]1[CH2:38][CH2:37][CH2:36][CH:35]1[C:39]1[NH:40][C:41]([C:44]2[CH:53]=[CH:52][C:51]3[C:46](=[CH:47][CH:48]=[C:49]([C:22]#[C:21][C:18]4[NH:17][C:16]([CH:12]5[CH2:13][CH2:14][CH2:15][N:11]5[C:9](=[O:10])[CH:5]([NH:4][C:3]([O:2][CH3:1])=[O:23])[CH:6]([CH3:8])[CH3:7])=[N:20][CH:19]=4)[CH:50]=3)[CH:45]=2)=[CH:42][N:43]=1)=[O:33])[CH:29]([CH3:31])[CH3:30]. The yield is 0.200. (2) The reactants are ClC(Cl)(Cl)C(Cl)(Cl)Cl.[F:9][C:10]1[CH:11]=[CH:12][C:13]([NH:16][NH:17][C:18]([NH:20][CH:21]([CH3:23])[CH3:22])=O)=[N:14][CH:15]=1.C1(P(C2C=CC=CC=2)C2C=CC=CC=2)C=CC=CC=1.C(N(CC)CC)C. The catalyst is C1COCC1. The product is [F:9][C:10]1[CH:11]=[CH:12][C:13]2[N:14]([C:18]([NH:20][CH:21]([CH3:23])[CH3:22])=[N:17][N:16]=2)[CH:15]=1. The yield is 0.820. (3) The reactants are [F:1][C:2]1[CH:7]=[CH:6][CH:5]=[C:4]([F:8])[C:3]=1[N:9]1[C:14]2[N:15]=[C:16](S(C)(=O)=O)[N:17]=[C:18]([C:19]3[CH:20]=[C:21]([CH:28]=[CH:29][C:30]=3[CH3:31])[C:22]([NH:24][CH2:25][CH2:26][CH3:27])=[O:23])[C:13]=2[CH2:12][NH:11][C:10]1=[O:36]. The catalyst is ClCCl. The product is [NH2:9][CH2:14][CH2:13][CH2:12][NH:11][C:16]1[N:17]=[C:18]([C:19]2[CH:20]=[C:21]([CH:28]=[CH:29][C:30]=2[CH3:31])[C:22]([NH:24][CH2:25][CH2:26][CH3:27])=[O:23])[C:13]2[CH2:12][NH:11][C:10](=[O:36])[N:9]([C:3]3[C:2]([F:1])=[CH:7][CH:6]=[CH:5][C:4]=3[F:8])[C:14]=2[N:15]=1. The yield is 0.780. (4) The reactants are [CH3:1][C:2]([O:5][C:6]([NH:8][CH2:9][C@H:10]1[CH2:14][CH2:13][CH2:12][N:11]1[C:15]([O:17][CH2:18][C:19]1[CH:24]=[CH:23][CH:22]=[CH:21][CH:20]=1)=[O:16])=[O:7])([CH3:4])[CH3:3].[CH3:25]I.[H-].[Na+].O. The catalyst is CN(C=O)C. The product is [CH3:25][N:8]([CH2:9][C@H:10]1[CH2:14][CH2:13][CH2:12][N:11]1[C:15]([O:17][CH2:18][C:19]1[CH:24]=[CH:23][CH:22]=[CH:21][CH:20]=1)=[O:16])[C:6]([O:5][C:2]([CH3:1])([CH3:3])[CH3:4])=[O:7]. The yield is 0.970. (5) The reactants are [CH2:1]([N:3]([CH2:11][C:12]([N:14]1[CH2:19][CH2:18][S:17][C:16]2[CH:20]=[C:21]([N+:24]([O-:26])=[O:25])[CH:22]=[CH:23][C:15]1=2)=O)[C:4](=[O:10])[O:5][C:6]([CH3:9])([CH3:8])[CH3:7])[CH3:2].B.C1COCC1. The catalyst is O1CCCC1. The product is [CH2:1]([N:3]([CH2:11][CH2:12][N:14]1[CH2:19][CH2:18][S:17][C:16]2[CH:20]=[C:21]([N+:24]([O-:26])=[O:25])[CH:22]=[CH:23][C:15]1=2)[C:4](=[O:10])[O:5][C:6]([CH3:9])([CH3:7])[CH3:8])[CH3:2]. The yield is 0.640. (6) The yield is 0.720. The reactants are [CH3:1][C:2]1[CH:3]=[C:4]([C:13]([O:15][CH3:16])=[O:14])[C:5]2[CH:6]=[CH:7][C:8](=[O:12])[O:9][C:10]=2[CH:11]=1.[CH:17](B1OC(C)(C)C(C)(C)O1)=C. The catalyst is C1C=CC([P]([Pd]([P](C2C=CC=CC=2)(C2C=CC=CC=2)C2C=CC=CC=2)([P](C2C=CC=CC=2)(C2C=CC=CC=2)C2C=CC=CC=2)[P](C2C=CC=CC=2)(C2C=CC=CC=2)C2C=CC=CC=2)(C2C=CC=CC=2)C2C=CC=CC=2)=CC=1.O. The product is [CH:1]([C:2]1[CH:3]=[C:4]([C:13]([O:15][CH3:16])=[O:14])[C:5]2[CH:6]=[CH:7][C:8](=[O:12])[O:9][C:10]=2[CH:11]=1)=[CH2:17].